From a dataset of Reaction yield outcomes from USPTO patents with 853,638 reactions. Predict the reaction yield, written as a fraction of the theoretical maximum amount of product (1.0 means a 100% yield; for example, 0.34 means a 34% yield). (1) The reactants are [Al+3].[Cl-].[Cl-].[Cl-].[NH2:5][C:6]1[CH:7]=[C:8]([CH:10]=[CH:11][C:12]=1[CH3:13])[NH2:9].C[O:15][C:16](=O)[C:17]1[CH:22]=[CH:21][C:20]([CH2:23][N:24]2[CH2:29][CH2:28][N:27]([CH3:30])[CH2:26][CH2:25]2)=[CH:19][CH:18]=1.C(C(C(C([O-])=O)O)O)([O-])=O.[Na+].[K+].C([O-])(O)=O.[Na+]. The catalyst is C1(C)C=CC=CC=1.C(#N)C.COC(C)(C)C. The product is [NH2:5][C:6]1[CH:7]=[C:8]([NH:9][C:16](=[O:15])[C:17]2[CH:18]=[CH:19][C:20]([CH2:23][N:24]3[CH2:25][CH2:26][N:27]([CH3:30])[CH2:28][CH2:29]3)=[CH:21][CH:22]=2)[CH:10]=[CH:11][C:12]=1[CH3:13]. The yield is 0.750. (2) The product is [Br:29][C:30]1[CH:35]=[CH:34][CH:33]=[CH:32][C:31]=1/[CH:19]=[CH:18]/[C@@H:17]([O:21][Si:22]([C:25]([CH3:28])([CH3:27])[CH3:26])([CH3:24])[CH3:23])[C@@H:9]([O:8][Si:1]([C:4]([CH3:7])([CH3:6])[CH3:5])([CH3:3])[CH3:2])[CH2:10][CH2:11][CH2:12][C:13]([O:15][CH3:16])=[O:14]. The reactants are [Si:1]([O:8][C@H:9]([C@H:17]([O:21][Si:22]([C:25]([CH3:28])([CH3:27])[CH3:26])([CH3:24])[CH3:23])/[CH:18]=[CH:19]/I)[CH2:10][CH2:11][CH2:12][C:13]([O:15][CH3:16])=[O:14])([C:4]([CH3:7])([CH3:6])[CH3:5])([CH3:3])[CH3:2].[Br:29][C:30]1[CH:35]=[CH:34][CH:33]=[CH:32][C:31]=1B(O)O.C(=O)([O-])[O-].[K+].[K+]. The yield is 0.700. The catalyst is C1C=CC([P]([Pd]([P](C2C=CC=CC=2)(C2C=CC=CC=2)C2C=CC=CC=2)([P](C2C=CC=CC=2)(C2C=CC=CC=2)C2C=CC=CC=2)[P](C2C=CC=CC=2)(C2C=CC=CC=2)C2C=CC=CC=2)(C2C=CC=CC=2)C2C=CC=CC=2)=CC=1.O1CCOCC1.